Task: Token-level Classification. Given an antigen amino acid sequence, predict which amino acid positions are active epitope sites capable of antibody binding. Output is a list of indices for active positions.. Dataset: B-cell epitopes from IEDB database with 3,159 antigens for binding position prediction (1) Given the antigen sequence: MYGKIIFVLLLSEIVSISALSTTEVAMHTSTSSSVTKSYISSQTNGETGQLVHRFTVPAPVVIILIILCVMAGIIGTILLISYTIRRLIKA, which amino acid positions are active epitope sites? The epitope positions are: [47, 48, 49, 50, 51, 52, 53, 54]. The amino acids at these positions are: TGQLVHRF. (2) Given the antigen sequence: EVKQENRLLNESESSSQGLLGYYFSDLNFQAPMVVTSSTTGDLSIPSSELENIPSENQYFQSAIWSGFIKVKKSDEYTFATSADNHVTMWVDDQEVINKASNSNKIRLEKGRLYQIKIQYQREDPTEKGLDFKLYWTDSQNKKEVISSDNLQLPELKQKSSNSKKRRSTSAGPTVPDRDNDGIPDSLEVEGYTVDVKNKRTFLSPWISNIHEKKGLTKYKSSPEKWSTASDPYSDFEKVTGRIDKNVSPEARHPLVAAYPIVHVDMENIILSKNEDQSTQNTDSQTRTISKNTSTSRTHTSEVHGNAEVHASFFDIGGSVSAGFSNSNSSTVAIDHSLSLAGERTWAETMGLNTADTARLNANIRYVNTGTAPIYNVLPTTSLVLGKNQTLATIKAKENQLSQILAPNNYYPSKNLAPIALNAQDDFSSTPITMNYNQFLELEKTKQLRLDTDQVYGNIATYNFENGRVRVDTGSNWSEVLPQIQETTARIIFNGKDLNL..., which amino acid positions are active epitope sites? The epitope positions are: [508, 509, 510, 511, 512, 513, 514, 515]. The amino acids at these positions are: NPSDPLET. (3) Given the antigen sequence: MKRKNILKFISLLGIGSFVMLAAASCTTPTPSPAPNPNPPSNGGMNGGNINPGDGQGMMNAAAQELAAARMGLTTVFDSKAKNLGLYVDYKKTQNTLTKAYDAAKTVLDNSSSTTQNLNEAKTRLETAIRTAATSKQTFDEQHAELVKVYKELKTTLSNETATLAPYADAQYAGIKMHLSGLYDAGKAITTKTLEPVEGDPLTAGAVTMANTKIVEAIKDEVLNPKKENATKLADSFVKQVLVKEKITGVEEAHNKAQPANYSFVGYSVDITGTANGQTSIPNWNYAQRTIFTNGDEPRSVSNTPVDGQTMAQPLSNVSWIYSLAGTGAKYTLEFTYYGPSTGYLYFPYKLVNTSDQMKLGLEYKLNDATEPSAITFGNEQTMNGKTPTVNDINVAKVTLANLIFGSNKIEFSVPAEKVSPMIGNMYLSSSPNNWNKIYDDIFGNSVTTENNRTIISVDALNGYSLASDWSTFIAEYSGAGLTLNDQAKPNEKYYLIGYV..., which amino acid positions are active epitope sites? The epitope positions are: [292, 293, 294, 295, 296, 297, 298, 299, 300, 301]. The amino acids at these positions are: TNGDEPRSVS. (4) Given the antigen sequence: MVKVTFNSALAQKEAKKDEPKSGEEALIIPPDAVAVDCKDPDDVVPVGQRRAWCWCMCFGLAFMLAGVILGGAYLYKYFALQPDDVYYCGIKYIKDDVILNEPSADAPAALYQTIEENIKIFEEEEVEFISVPVPEFADSDPANIVHDFNKKLTAYLDLNLDKCYVIPLNTSIVMPPRNLLELLINIKAGTYLPQSYLIHEHMVITDRIENIDHLGFFIYRLCHDKETYKLQRRETIKGIQKREASNCFAIRHFENKFAVETLICS, which amino acid positions are active epitope sites? The epitope positions are: [251, 252, 253, 254, 255, 256, 257, 258, 259, 260, 261, 262]. The amino acids at these positions are: RHFENKFAVETL. (5) Given the antigen sequence: MPLLLLLLLLPSPLHPHPICEVSKVASHLEVNCDKRNLTALPPDLPKDTTILHLSENLLYTFSLATLMPYTRLTQLNLDRCELTKLQVDGTLPVLGTLDLSHNQLQSLPLLGQTLPALTVLDVSFNRLTSLPLGALRGLGELQELYLKGNELKTLPPGLLTPTPKLEKLSLANNNLTELPAGLLNGLENLDTLLLQENSLYTIPKGFFGSHLLPFAFLHGNPWLCNCEILYFRRWLQDNAENVYVWKQGVDVKAMTSNVASVQCDNSDKFPVYKYPGKGCPTLGDEGDTDLYDYYPEEDTEGDKVRATRTVVKFPTKAHTTPWGLFYSWSTASLDSQMPSSLHPTQESTKEQTTFPPRWTPNFTLHMESITFSKTPKSTTEPTPSPTTSEPVPEPAPNMTTLEPTPSPTTPEPTSEPAPSPTTPEPTPIPTIATSPTILVSATSLITPKSTFLTTTKPVSLLESTKKTIPELDQPPKLRGVLQGHLESSRNDPFLHPDFC..., which amino acid positions are active epitope sites? The epitope positions are: [324, 325, 326, 327, 328, 329, 330, 331, 332, 333, 334, 335, 336, 337, 338]. The amino acids at these positions are: LFYSWSTASLDSQMP. (6) Given the antigen sequence: MNTTDCFIALVQAIREIKALFLPRTTGKMELTLYNGEKKTFYSRPNNHDNCWLNAILQLFRYVEEPFFDWVYSSPENLTLEAIKQLEDLTGLELHEGGPPALVIWNIKHLLHTGIGTASRPSEVCMVDGTDMCLADFHAGIFLKGQEHAVFACVTSNGWYAIDDEDFYPWTPDPSDVLVFVPYDQEPLNGEWKAKVQRKLKGAGQSSPATGSQNQSGNTGSIINNYYMQQYQNSMDTQLGDNAISGGSNEGSTDTTSTHTTNTQNNDWFSKLASSAFSGLFGALLADKKTEETTLLEDRILTTRNGHTTSTTQSSVGVTYGYATAEDFVSGPNTSGLETRVVQAERFFKTHLFDWVTSDSFGRYHLLELPTDHKGVYGSLTDSYAYMRNGWDVEVTAVGNQFNGGCLLVAMVPELCSIQKRELYQLTLFPHQFINPRTNMTAHITVPFVGVNRYDQYKVHKPWTLVVMVVAPLTVNTEGAPQIKVYANIAPTNVHVAGEF..., which amino acid positions are active epitope sites? The epitope positions are: [858, 859, 860, 861, 862, 863, 864, 865, 866, 867, 868, 869, 870, 871, 872, 873, 874, 875, 876, 877... (24 total positions)]. The amino acids at these positions are: RYSRNAVPNLRGDLQVLAQKVART. (7) Given the antigen sequence: MVSIAFYGGIPGGISTPITQQSEKSKCEENTMFQPYCYNNDSKNSMAESKEARDQEMNLKEESKEEKRRNDWWKIGMFLLCLAGTTGGILWWYEGLPQQHYIGLVAIGGRLNGSGQSNAIECWGSFPGCRPFQNYFSYETNRSMHMDNNTATLLEAYHREITFIYKSSCTDSDHCQEYQCKKVNLNSSASSNSVRVEDVTNTAEYWGFKWLECNQTENFKTILVPENEMVNINDTDTWIPKGCNETWARVKRCPIDILYGIHPIRLCVQPPFFLVQEKGIADTSRIGNCGPTIFLGVLEDNKGVVRGDYTACNVRRLNINRKDYTGIYQVPIFYTCTFTNITSCNSKPIISVIMYETNQVQYLLCNNNNSNNYNCVVQSFGVIGQAHLELPRPNKRIRNQSFNQYNCSINNKTELETWKLVKTSGVTPLPISSEANTGLIRHKRDFGISAIVAAIVAATAIAASATMSYVALTEVNKIMEVQNHTFEVENSTLNGMDLIE..., which amino acid positions are active epitope sites? The epitope positions are: [312, 313, 314, 315, 316, 317, 318, 319, 320, 321, 322, 323, 324, 325, 326, 327, 328, 329, 330]. The amino acids at these positions are: NVRRLNINRKDYTGIYQVP.